Task: Predict the reaction yield, written as a fraction of the theoretical maximum amount of product (1.0 means a 100% yield; for example, 0.34 means a 34% yield).. Dataset: Reaction yield outcomes from USPTO patents with 853,638 reactions (1) The yield is 0.814. The catalyst is O. The reactants are C[O:2][C:3](=[O:16])[C:4]([C:9]1[CH:14]=[CH:13][C:12]([Br:15])=[CH:11][CH:10]=1)([CH:6]1[CH2:8][CH2:7]1)[CH3:5].C(OC)(=O)C1C=CC=CC=1.CO.[OH-].[K+]. The product is [Br:15][C:12]1[CH:11]=[CH:10][C:9]([C:4]([CH:6]2[CH2:7][CH2:8]2)([CH3:5])[C:3]([OH:16])=[O:2])=[CH:14][CH:13]=1. (2) The reactants are [CH2:1]([O:3][C:4]([CH:6]1[CH2:11][CH2:10][CH2:9][CH2:8][N:7]1[N:12]=[CH:13][C:14]1[CH:19]=[CH:18][C:17]([F:20])=[CH:16][CH:15]=1)=[O:5])[CH3:2].C(O)(=O)C.C([BH3-])#N.[Na+]. The product is [CH2:1]([O:3][C:4]([CH:6]1[CH2:11][CH2:10][CH2:9][CH2:8][N:7]1[NH:12][CH2:13][C:14]1[CH:19]=[CH:18][C:17]([F:20])=[CH:16][CH:15]=1)=[O:5])[CH3:2]. The yield is 0.798. The catalyst is CO.